From a dataset of Full USPTO retrosynthesis dataset with 1.9M reactions from patents (1976-2016). Predict the reactants needed to synthesize the given product. (1) Given the product [N+:65]([C:62]1[CH:61]=[CH:60][C:59]([CH2:58][O:57][C:55]([C:35]2[N:13]3[C:12](=[O:68])[C@H:11]([C@H:9]([O:8][Si:1]([C:4]([CH3:7])([CH3:5])[CH3:6])([CH3:3])[CH3:2])[CH3:10])[C@H:14]3[C@@H:15]([CH3:34])[C:16]=2[C:18]2[S:22][C:21]3=[C:23]([C:26]([C:28]4[CH:29]=[N:30][CH:31]=[CH:32][CH:33]=4)=[O:27])[N:24]=[CH:25][N:20]3[CH:19]=2)=[O:56])=[CH:64][CH:63]=1)([O-:67])=[O:66], predict the reactants needed to synthesize it. The reactants are: [Si:1]([O:8][C@@H:9]([C@@H:11]1[C@@H:14]([C@@H:15]([CH3:34])[C:16]([C:18]2[S:22][C:21]3=[C:23]([C:26]([C:28]4[CH:29]=[N:30][CH:31]=[CH:32][CH:33]=4)=[O:27])[N:24]=[CH:25][N:20]3[CH:19]=2)=O)[N:13]([C:35]([C:55]([O:57][CH2:58][C:59]2[CH:64]=[CH:63][C:62]([N+:65]([O-:67])=[O:66])=[CH:61][CH:60]=2)=[O:56])=P(C2C=CC=CC=2)(C2C=CC=CC=2)C2C=CC=CC=2)[C:12]1=[O:68])[CH3:10])([C:4]([CH3:7])([CH3:6])[CH3:5])([CH3:3])[CH3:2]. (2) Given the product [C:1]([O:5][C:6]([N:8]1[CH2:13][CH2:12][CH2:11][CH2:10][CH:9]1[CH2:14][C:15]([O:17][CH2:19][C:20]([C:22]1[CH:27]=[CH:26][CH:25]=[C:24]([Cl:28])[CH:23]=1)=[O:21])=[O:16])=[O:7])([CH3:4])([CH3:2])[CH3:3], predict the reactants needed to synthesize it. The reactants are: [C:1]([O:5][C:6]([N:8]1[CH2:13][CH2:12][CH2:11][CH2:10][CH:9]1[CH2:14][C:15]([OH:17])=[O:16])=[O:7])([CH3:4])([CH3:3])[CH3:2].Br[CH2:19][C:20]([C:22]1[CH:27]=[CH:26][CH:25]=[C:24]([Cl:28])[CH:23]=1)=[O:21]. (3) Given the product [Cl-:43].[Cl-:43].[F:1][C:2]([F:41])([F:42])[C:3]1[CH:4]=[C:5]([C@H:13]([O:15][C@H:16]2[CH2:21][CH2:20][NH+:19]([CH:22]3[CH2:23][CH2:27][NH2+:24][CH2:25][CH2:26]3)[CH2:18][C@@H:17]2[C:34]2[CH:35]=[CH:36][C:37]([F:40])=[CH:38][CH:39]=2)[CH3:14])[CH:6]=[C:7]([C:9]([F:11])([F:10])[F:12])[CH:8]=1, predict the reactants needed to synthesize it. The reactants are: [F:1][C:2]([F:42])([F:41])[C:3]1[CH:4]=[C:5]([C@H:13]([O:15][C@H:16]2[CH2:21][CH2:20][N:19]([CH:22]3[CH2:26][CH2:25][N:24]([C:27](OC(C)(C)C)=O)[CH2:23]3)[CH2:18][C@@H:17]2[C:34]2[CH:39]=[CH:38][C:37]([F:40])=[CH:36][CH:35]=2)[CH3:14])[CH:6]=[C:7]([C:9]([F:12])([F:11])[F:10])[CH:8]=1.[ClH:43]. (4) The reactants are: [Br:1][C:2]1[C:3]([S:12][C:13]2[N:14]([CH2:23][CH2:24][CH:25]3[CH2:30][CH2:29][NH:28][CH2:27][CH2:26]3)[C:15]3[C:20]([N:21]=2)=[C:19]([NH2:22])[N:18]=[CH:17][N:16]=3)=[CH:4][C:5]2[O:10][CH2:9][CH2:8][O:7][C:6]=2[CH:11]=1.[C:31]([NH:34][C@@H:35]([CH3:39])[C:36](O)=[O:37])(=[O:33])[CH3:32]. Given the product [NH2:22][C:19]1[N:18]=[CH:17][N:16]=[C:15]2[C:20]=1[N:21]=[C:13]([S:12][C:3]1[C:2]([Br:1])=[CH:11][C:6]3[O:7][CH2:8][CH2:9][O:10][C:5]=3[CH:4]=1)[N:14]2[CH2:23][CH2:24][CH:25]1[CH2:26][CH2:27][N:28]([C:36](=[O:37])[C@@H:35]([NH:34][C:31](=[O:33])[CH3:32])[CH3:39])[CH2:29][CH2:30]1, predict the reactants needed to synthesize it.